Dataset: Forward reaction prediction with 1.9M reactions from USPTO patents (1976-2016). Task: Predict the product of the given reaction. Given the reactants [CH3:1][N:2]([CH3:17])[CH2:3][C:4]([NH:6][C:7]1[CH:12]=[CH:11][CH:10]=[C:9]([C:13]([F:16])([F:15])[F:14])[CH:8]=1)=O.[H-].[H-].[H-].[H-].[Li+].[Al+3], predict the reaction product. The product is: [CH3:1][N:2]([CH3:17])[CH2:3][CH2:4][NH:6][C:7]1[CH:12]=[CH:11][CH:10]=[C:9]([C:13]([F:14])([F:15])[F:16])[CH:8]=1.